This data is from NCI-60 drug combinations with 297,098 pairs across 59 cell lines. The task is: Regression. Given two drug SMILES strings and cell line genomic features, predict the synergy score measuring deviation from expected non-interaction effect. Drug 1: CN1CCC(CC1)COC2=C(C=C3C(=C2)N=CN=C3NC4=C(C=C(C=C4)Br)F)OC. Drug 2: C1=NNC2=C1C(=O)NC=N2. Cell line: SNB-75. Synergy scores: CSS=10.8, Synergy_ZIP=-3.18, Synergy_Bliss=1.51, Synergy_Loewe=1.63, Synergy_HSA=1.81.